This data is from Full USPTO retrosynthesis dataset with 1.9M reactions from patents (1976-2016). The task is: Predict the reactants needed to synthesize the given product. (1) Given the product [CH:5]12[CH2:6][CH:1]1[CH2:2][N:3]([C:7]([C:9]1[C:13]([CH3:14])=[C:12]([C:15]3[CH:20]=[CH:19][C:18]([Cl:21])=[CH:17][CH:16]=3)[N:11]([CH3:22])[C:10]=1[Br:23])=[O:8])[CH2:4]2, predict the reactants needed to synthesize it. The reactants are: [CH:1]12[CH2:6][CH:5]1[CH2:4][N:3]([C:7]([C:9]1[C:13]([CH3:14])=[C:12]([C:15]3[CH:20]=[CH:19][C:18]([Cl:21])=[CH:17][CH:16]=3)[N:11]([CH3:22])[CH:10]=1)=[O:8])[CH2:2]2.[Br:23]N1C(=O)CCC1=O. (2) Given the product [CH3:1][O:2][C:3](=[O:19])[C:4]1[CH:9]=[C:8]([N:10]2[CH2:15][CH2:14][CH2:13][CH2:12][S:11]2(=[O:17])=[O:16])[CH:7]=[C:6]([C:20](=[O:22])[CH3:21])[CH:5]=1, predict the reactants needed to synthesize it. The reactants are: [CH3:1][O:2][C:3](=[O:19])[C:4]1[CH:9]=[C:8]([N:10]2[CH2:15][CH2:14][CH2:13][CH2:12][S:11]2(=[O:17])=[O:16])[CH:7]=[C:6](Br)[CH:5]=1.[CH:20]([O:22]CCCC)=[CH2:21].C1C=CC(P(C2C=CC=CC=2)CCCP(C2C=CC=CC=2)C2C=CC=CC=2)=CC=1.C(=O)([O-])[O-].[K+].[K+].Cl. (3) The reactants are: C([Cl:4])(=O)C.[CH3:5][O:6][C:7]1[CH:12]=[C:11]([O:13][CH3:14])[CH:10]=[CH:9][C:8]=1[C:15]1[N:20]([CH2:21][C:22]([NH:24][CH2:25][CH2:26][NH:27]C(=O)OC(C)(C)C)=[O:23])[C:19](=[S:35])[NH:18][C:17](=[O:36])[CH:16]=1. Given the product [ClH:4].[NH2:27][CH2:26][CH2:25][NH:24][C:22](=[O:23])[CH2:21][N:20]1[C:15]([C:8]2[CH:9]=[CH:10][C:11]([O:13][CH3:14])=[CH:12][C:7]=2[O:6][CH3:5])=[CH:16][C:17](=[O:36])[NH:18][C:19]1=[S:35], predict the reactants needed to synthesize it.